From a dataset of Catalyst prediction with 721,799 reactions and 888 catalyst types from USPTO. Predict which catalyst facilitates the given reaction. (1) Reactant: [F:1][C:2]1[CH:3]=[C:4]([CH:38]=[CH:39][C:40]=1[O:41][CH3:42])[CH2:5][N:6]1[C:11]2[CH:12]=[C:13]([C:15]3[CH:20]=[CH:19][C:18]([F:21])=[CH:17][C:16]=3[CH3:22])[S:14][C:10]=2[C:9](=[O:23])[N:8]([CH:24]2[CH2:29][CH2:28][N:27](C(OC(C)(C)C)=O)[CH2:26][CH2:25]2)[C:7]1=[O:37].[ClH:43]. Product: [ClH:43].[F:1][C:2]1[CH:3]=[C:4]([CH:38]=[CH:39][C:40]=1[O:41][CH3:42])[CH2:5][N:6]1[C:11]2[CH:12]=[C:13]([C:15]3[CH:20]=[CH:19][C:18]([F:21])=[CH:17][C:16]=3[CH3:22])[S:14][C:10]=2[C:9](=[O:23])[N:8]([CH:24]2[CH2:25][CH2:26][NH:27][CH2:28][CH2:29]2)[C:7]1=[O:37]. The catalyst class is: 135. (2) The catalyst class is: 6. Reactant: C([O-])([O-])=O.[Na+].[Na+].[CH3:7][C@H:8]1[C:15]([S:16][C@@H:17]2[CH2:21][NH:20][C@H:19]([C:22]([N:24]([CH3:26])[CH3:25])=[O:23])[CH2:18]2)=[C:14]([C:27]([OH:29])=[O:28])[N:13]2[C@H:9]1[C@@H:10]([C@H:30]([OH:32])[CH3:31])[C:11]2=[O:12].C(=O)([O-])N. Product: [CH3:7][C@H:8]1[C:15]([S:16][C@@H:17]2[CH2:21][NH:20][C@H:19]([C:22]([N:24]([CH3:25])[CH3:26])=[O:23])[CH2:18]2)=[C:14]([C:27]([OH:29])=[O:28])[N:13]2[C@H:9]1[C@@H:10]([C@H:30]([OH:32])[CH3:31])[C:11]2=[O:12].